Task: Predict the reactants needed to synthesize the given product.. Dataset: Full USPTO retrosynthesis dataset with 1.9M reactions from patents (1976-2016) (1) Given the product [C:1]([NH:43][C:44]1[CH:49]=[CH:48][CH:47]=[CH:46][C:45]=1/[CH:50]=[CH:51]/[C:52]([O:54][CH3:55])=[O:53])(=[O:9])[C:2]1[CH:3]=[CH:4][CH:5]=[CH:6][CH:7]=1, predict the reactants needed to synthesize it. The reactants are: [C:1]([OH:9])(=O)[C:2]1[CH:7]=[CH:6][CH:5]=[CH:4][CH:3]=1.CN(C(ON1N=NC2C=CC=NC1=2)=[N+](C)C)C.F[P-](F)(F)(F)(F)F.CCN(C(C)C)C(C)C.[NH2:43][C:44]1[CH:49]=[CH:48][CH:47]=[CH:46][C:45]=1/[CH:50]=[CH:51]/[C:52]([O:54][CH3:55])=[O:53]. (2) Given the product [OH:27][CH2:35][CH:36]([CH3:37])[O:38][C:6]1[CH:7]=[C:8]([O:10][C:17]2[CH:22]=[N:21][C:20]([S:23]([CH3:26])(=[O:25])=[O:24])=[CH:19][CH:18]=2)[CH:9]=[C:4]([CH:5]=1)[C:3]([NH:39][C:40]1[CH:44]=[CH:43][N:42]([CH3:45])[N:41]=1)=[O:15], predict the reactants needed to synthesize it. The reactants are: CO[C:3](=[O:15])[C:4]1[CH:9]=[C:8]([OH:10])[CH:7]=[C:6](OCOC)[CH:5]=1.Br[C:17]1[CH:18]=[CH:19][C:20]([S:23]([CH3:26])(=[O:25])=[O:24])=[N:21][CH:22]=1.[O:27]([CH2:35][C@H:36]([OH:38])[CH3:37])[Si](C(C)(C)C)(C)C.[NH2:39][C:40]1[CH:44]=[CH:43][N:42]([CH3:45])[N:41]=1. (3) Given the product [CH3:33][C:34]([CH3:41])([CH2:39][O:1][C:2]1[CH:7]=[N:6][C:5]([N:8]2[CH:12]=[CH:11][C:10]([CH:13]([C:15]3[CH:32]=[CH:31][C:18]4[N:19]([CH2:23][O:24][CH2:25][CH2:26][Si:27]([CH3:30])([CH3:29])[CH3:28])[C:20](=[O:22])[S:21][C:17]=4[CH:16]=3)[CH3:14])=[N:9]2)=[CH:4][CH:3]=1)[C:35]([O:37][CH3:38])=[O:36], predict the reactants needed to synthesize it. The reactants are: [OH:1][C:2]1[CH:3]=[CH:4][C:5]([N:8]2[CH:12]=[CH:11][C:10]([CH:13]([C:15]3[CH:32]=[CH:31][C:18]4[N:19]([CH2:23][O:24][CH2:25][CH2:26][Si:27]([CH3:30])([CH3:29])[CH3:28])[C:20](=[O:22])[S:21][C:17]=4[CH:16]=3)[CH3:14])=[N:9]2)=[N:6][CH:7]=1.[CH3:33][C:34]([CH3:41])([CH2:39]O)[C:35]([O:37][CH3:38])=[O:36].C1(P(C2C=CC=CC=2)C2C=CC=CC=2)C=CC=CC=1.N(C(OC(C)C)=O)=NC(OC(C)C)=O. (4) Given the product [Cl:1][C:2]1[CH:3]=[C:4]([C:9]2([C:22]([F:23])([F:25])[F:24])[O:13][N:12]=[C:11]([C:14]3[S:18][C:17]([CH:19]=[O:20])=[C:16]([CH3:21])[CH:15]=3)[CH2:10]2)[CH:5]=[C:6]([Cl:8])[CH:7]=1, predict the reactants needed to synthesize it. The reactants are: [Cl:1][C:2]1[CH:3]=[C:4]([C:9]2([C:22]([F:25])([F:24])[F:23])[O:13][N:12]=[C:11]([C:14]3[S:18][C:17]([CH2:19][OH:20])=[C:16]([CH3:21])[CH:15]=3)[CH2:10]2)[CH:5]=[C:6]([Cl:8])[CH:7]=1. (5) Given the product [O:28]=[C:22]1[CH:21]([N:14]2[CH2:13][C:12]3[C:16](=[CH:17][CH:18]=[CH:19][C:11]=3[CH2:10][NH:9][C:31](=[O:32])[N:30]([CH3:34])[CH3:29])[C:15]2=[O:20])[CH2:26][CH2:25][C:24](=[O:27])[NH:23]1, predict the reactants needed to synthesize it. The reactants are: C(N(CC)CC)C.Cl.[NH2:9][CH2:10][C:11]1[CH:19]=[CH:18][CH:17]=[C:16]2[C:12]=1[CH2:13][N:14]([CH:21]1[CH2:26][CH2:25][C:24](=[O:27])[NH:23][C:22]1=[O:28])[C:15]2=[O:20].[CH3:29][N:30]([CH3:34])[C:31](Cl)=[O:32].N12CCCN=C1CCCCC2. (6) Given the product [F:1][C:2]1[CH:27]=[CH:26][C:5]([O:6][CH2:7][C@@H:8]([OH:11])[C:9]#[CH:10])=[CH:4][CH:3]=1, predict the reactants needed to synthesize it. The reactants are: [F:1][C:2]1[CH:27]=[CH:26][C:5]([O:6][CH2:7][C@@H:8]([O:11]C(=O)C2C=C([N+]([O-])=O)C=C([N+]([O-])=O)C=2)[C:9]#[CH:10])=[CH:4][CH:3]=1.CO.C([O-])([O-])=O.[K+].[K+]. (7) Given the product [F:26][C:20]1[CH:21]=[C:22]([F:25])[CH:23]=[CH:24][C:19]=1[N:15]1[C:14]([C:8]2[S:9][C:10]3[CH2:11][CH2:12][O:13][C:4]4[CH:3]=[C:2]([C:50]5[CH:49]=[N:48][N:47]([CH2:46][CH2:45][OH:44])[CH:51]=5)[CH:28]=[CH:27][C:5]=4[C:6]=3[N:7]=2)=[N:18][CH:17]=[N:16]1, predict the reactants needed to synthesize it. The reactants are: Br[C:2]1[CH:28]=[CH:27][C:5]2[C:6]3[N:7]=[C:8]([C:14]4[N:15]([C:19]5[CH:24]=[CH:23][C:22]([F:25])=[CH:21][C:20]=5[F:26])[N:16]=[CH:17][N:18]=4)[S:9][C:10]=3[CH2:11][CH2:12][O:13][C:4]=2[CH:3]=1.C([O-])(=O)C.[K+].C(#N)C.O.O1CCCCC1[O:44][CH2:45][CH2:46][N:47]1[CH:51]=[C:50](B2OC(C)(C)C(C)(C)O2)[CH:49]=[N:48]1.Cl. (8) Given the product [CH2:1]([O:3][C:4](=[O:19])[CH:5]([O:16][CH2:17][CH3:18])[CH2:6][C:7]1[CH:15]=[CH:14][CH:13]=[C:12]2[C:8]=1[CH:9]=[CH:10][N:11]2[CH2:21][C:22]1[N:23]=[C:24]([C:28]2[CH:33]=[CH:32][CH:31]=[CH:30][CH:29]=2)[O:25][C:26]=1[CH3:27])[CH3:2], predict the reactants needed to synthesize it. The reactants are: [CH2:1]([O:3][C:4](=[O:19])[CH:5]([O:16][CH2:17][CH3:18])[CH2:6][C:7]1[CH:15]=[CH:14][CH:13]=[C:12]2[C:8]=1[CH:9]=[CH:10][NH:11]2)[CH3:2].Cl[CH2:21][C:22]1[N:23]=[C:24]([C:28]2[CH:33]=[CH:32][CH:31]=[CH:30][CH:29]=2)[O:25][C:26]=1[CH3:27].[H-].[Na+].